Dataset: Catalyst prediction with 721,799 reactions and 888 catalyst types from USPTO. Task: Predict which catalyst facilitates the given reaction. (1) Reactant: Br[C:2]1[C:8]([C:9]([F:12])([F:11])[F:10])=[CH:7][C:5]([NH2:6])=[CH:4][C:3]=1[Cl:13].C(=O)([O-])[O-].[Na+].[Na+].CC1(C)C(C)(C)OB([C:28]2[CH:38]=[CH:37][C:31]3[O:32][CH2:33][C:34](=[O:36])[NH:35][C:30]=3[CH:29]=2)O1.O. Product: [NH2:6][C:5]1[CH:7]=[C:8]([C:9]([F:12])([F:11])[F:10])[C:2]([C:28]2[CH:38]=[CH:37][C:31]3[O:32][CH2:33][C:34](=[O:36])[NH:35][C:30]=3[CH:29]=2)=[C:3]([Cl:13])[CH:4]=1. The catalyst class is: 77. (2) Reactant: [CH2:1]([C:8]1[CH:9]=[C:10]([C:14]([C:16]2[C:25]([O:26]COCCOC)=[C:24]3[C:19]([CH:20]=[CH:21][CH:22]=[N:23]3)=[CH:18][CH:17]=2)=[O:15])[CH:11]=[CH:12][CH:13]=1)[C:2]1[CH:7]=[CH:6][CH:5]=[CH:4][CH:3]=1.FC(F)(F)C(O)=O.C([O-])(O)=O.[Na+]. Product: [CH2:1]([C:8]1[CH:9]=[C:10]([C:14]([C:16]2[C:25]([OH:26])=[C:24]3[C:19]([CH:20]=[CH:21][CH:22]=[N:23]3)=[CH:18][CH:17]=2)=[O:15])[CH:11]=[CH:12][CH:13]=1)[C:2]1[CH:3]=[CH:4][CH:5]=[CH:6][CH:7]=1. The catalyst class is: 5. (3) Reactant: [C:1]([CH:5]1[CH2:14][CH2:13][C:12]2[N:11]=[C:10]([S:15][CH2:16][C:17]#[N:18])[C:9]([C:19]#[N:20])=[CH:8][C:7]=2[CH2:6]1)([CH3:4])([CH3:3])[CH3:2].ClC1C=C(C=CC=1)C(OO)=[O:26]. Product: [C:1]([CH:5]1[CH2:14][CH2:13][C:12]2[N:11]=[C:10]([S:15]([CH2:16][C:17]#[N:18])=[O:26])[C:9]([C:19]#[N:20])=[CH:8][C:7]=2[CH2:6]1)([CH3:4])([CH3:2])[CH3:3]. The catalyst class is: 2.